Dataset: Full USPTO retrosynthesis dataset with 1.9M reactions from patents (1976-2016). Task: Predict the reactants needed to synthesize the given product. (1) Given the product [C:35]([O:34][CH2:33][C:32]([CH2:39][O:40][C:41](=[O:44])[CH:42]=[CH2:43])([CH2:45][O:9][CH2:8][C:7]([CH2:14][O:15][C:16](=[O:19])[CH:17]=[CH2:18])([CH2:6][O:5][C:1](=[O:4])[CH:2]=[CH2:3])[CH2:20][O:21][C:22](=[O:25])[CH:23]=[CH2:24])[CH2:31][O:30][C:26](=[O:29])[CH:27]=[CH2:28])(=[O:38])[CH:36]=[CH2:37], predict the reactants needed to synthesize it. The reactants are: [C:1]([O:5][CH2:6][C:7]([CH2:20][O:21][C:22](=[O:25])[CH:23]=[CH2:24])([CH2:14][O:15][C:16](=[O:19])[CH:17]=[CH2:18])[CH2:8][O:9]C(=O)C=C)(=[O:4])[CH:2]=[CH2:3].[C:26]([O:30][CH2:31][C:32]([CH2:45]O)([CH2:39][O:40][C:41](=[O:44])[CH:42]=[CH2:43])[CH2:33][O:34][C:35](=[O:38])[CH:36]=[CH2:37])(=[O:29])[CH:27]=[CH2:28].[Sb].C1CCC(O)(C(C2C=CC=CC=2)=O)CC1.FC(F)=C(F)F. (2) Given the product [Cl:1][C:2]1[CH:3]=[N:4][C:5]([N:24]2[CH2:28][CH2:27][CH:26]([O:29][C:30]3[CH:31]=[CH:32][C:33]([C:36]([F:37])([F:39])[F:38])=[CH:34][CH:35]=3)[CH2:25]2)=[C:6]([CH:23]=1)[C:7]([NH:9][C:10]1([C:13]2[CH:14]=[CH:15][C:16]([C:17]([OH:19])=[O:18])=[CH:21][CH:22]=2)[CH2:12][CH2:11]1)=[O:8], predict the reactants needed to synthesize it. The reactants are: [Cl:1][C:2]1[CH:3]=[N:4][C:5]([N:24]2[CH2:28][CH2:27][CH:26]([O:29][C:30]3[CH:35]=[CH:34][C:33]([C:36]([F:39])([F:38])[F:37])=[CH:32][CH:31]=3)[CH2:25]2)=[C:6]([CH:23]=1)[C:7]([NH:9][C:10]1([C:13]2[CH:22]=[CH:21][C:16]([C:17]([O:19]C)=[O:18])=[CH:15][CH:14]=2)[CH2:12][CH2:11]1)=[O:8].O1CCOCC1.O.[OH-].[Li+]. (3) Given the product [CH2:16]([N:23]1[C:10]([CH:12]([Br:14])[Br:13])([OH:9])[CH:11]=[C:7]([CH2:1][CH2:2][CH2:3][CH2:4][CH2:5][CH3:6])[C:8]1=[O:15])[C:17]1[CH:22]=[CH:21][CH:20]=[CH:19][CH:18]=1, predict the reactants needed to synthesize it. The reactants are: [CH2:1]([C:7]1[C:8](=[O:15])[O:9][C:10](=[C:12]([Br:14])[Br:13])[CH:11]=1)[CH2:2][CH2:3][CH2:4][CH2:5][CH3:6].[CH2:16]([NH2:23])[C:17]1[CH:22]=[CH:21][CH:20]=[CH:19][CH:18]=1. (4) Given the product [C:1]([O:5][C:6]([N:8]1[CH2:11][CH2:10][C@H:9]1[C:12](=[O:34])[NH:13][C:14]1[CH:15]=[C:16]([C:25]2[CH:26]=[CH:27][C:28]([C:31](=[O:33])[NH:52][C:49]3[CH:50]=[CH:51][C:46]([CH2:45][N:42]4[CH2:41][CH2:40][N:39]([S:36]([CH3:35])(=[O:38])=[O:37])[CH2:44][CH2:43]4)=[CH:47][CH:48]=3)=[CH:29][CH:30]=2)[C:17]([O:20][C:21]([F:23])([F:22])[F:24])=[CH:18][CH:19]=1)=[O:7])([CH3:3])([CH3:2])[CH3:4], predict the reactants needed to synthesize it. The reactants are: [C:1]([O:5][C:6]([N:8]1[CH2:11][CH2:10][C@H:9]1[C:12](=[O:34])[NH:13][C:14]1[CH:15]=[C:16]([C:25]2[CH:30]=[CH:29][C:28]([C:31]([OH:33])=O)=[CH:27][CH:26]=2)[C:17]([O:20][C:21]([F:24])([F:23])[F:22])=[CH:18][CH:19]=1)=[O:7])([CH3:4])([CH3:3])[CH3:2].[CH3:35][S:36]([N:39]1[CH2:44][CH2:43][N:42]([CH2:45][C:46]2[CH:51]=[CH:50][C:49]([NH2:52])=[CH:48][CH:47]=2)[CH2:41][CH2:40]1)(=[O:38])=[O:37].CN(C(ON1N=NC2C=CC=CC1=2)=[N+](C)C)C.F[P-](F)(F)(F)(F)F.CN1CCOCC1. (5) Given the product [O:6]=[C:5]1[CH2:4][O:24][C@H:9]2[CH2:10][N:11]([C:14]([O:16][CH2:17][C:18]3[CH:23]=[CH:22][CH:21]=[CH:20][CH:19]=3)=[O:15])[CH2:12][CH2:13][C@@H:8]2[NH:7]1, predict the reactants needed to synthesize it. The reactants are: [H-].[Na+].Cl[CH2:4][C:5]([NH:7][C@H:8]1[CH2:13][CH2:12][N:11]([C:14]([O:16][CH2:17][C:18]2[CH:23]=[CH:22][CH:21]=[CH:20][CH:19]=2)=[O:15])[CH2:10][C@@H:9]1[OH:24])=[O:6].[Cl-].[NH4+]. (6) Given the product [Cl:13][C:14]1[N:23]=[CH:22][C:21]2[N:20]([CH2:9][C:8]3[CH:11]=[CH:12][C:5]([S:2]([CH3:1])(=[O:4])=[O:3])=[CH:6][CH:7]=3)[CH2:19][C@@H:18]3[CH2:24][O:25][CH2:26][CH2:27][N:17]3[C:16]=2[N:15]=1, predict the reactants needed to synthesize it. The reactants are: [CH3:1][S:2]([C:5]1[CH:12]=[CH:11][C:8]([CH2:9]Br)=[CH:7][CH:6]=1)(=[O:4])=[O:3].[Cl:13][C:14]1[N:23]=[CH:22][C:21]2[NH:20][CH2:19][C@@H:18]3[CH2:24][O:25][CH2:26][CH2:27][N:17]3[C:16]=2[N:15]=1.CC(C)([O-])C.[K+]. (7) Given the product [C:30]1([CH:27]([C:21]2[CH:22]=[CH:23][CH:24]=[CH:25][CH:26]=2)[CH2:28][NH:29][CH:2]2[C:10]3[C:5](=[CH:6][C:7]([O:11][C:12]4[CH:20]=[CH:19][C:15]([C:16]([NH2:18])=[O:17])=[CH:14][N:13]=4)=[CH:8][CH:9]=3)[CH2:4][CH2:3]2)[CH:31]=[CH:32][CH:33]=[CH:34][CH:35]=1, predict the reactants needed to synthesize it. The reactants are: O=[C:2]1[C:10]2[C:5](=[CH:6][C:7]([O:11][C:12]3[CH:20]=[CH:19][C:15]([C:16]([NH2:18])=[O:17])=[CH:14][N:13]=3)=[CH:8][CH:9]=2)[CH2:4][CH2:3]1.[C:21]1([CH:27]([C:30]2[CH:35]=[CH:34][CH:33]=[CH:32][CH:31]=2)[CH2:28][NH2:29])[CH:26]=[CH:25][CH:24]=[CH:23][CH:22]=1.[BH3-]C#N.[Na+].